Predict the reaction yield, written as a fraction of the theoretical maximum amount of product (1.0 means a 100% yield; for example, 0.34 means a 34% yield). From a dataset of Buchwald-Hartwig C-N cross coupling reaction yields with 55,370 reactions. (1) The reactants are CCc1ccc(Br)cc1.Cc1ccc(N)cc1.O=S(=O)(O[Pd]1c2ccccc2-c2ccccc2N~1)C(F)(F)F.COc1ccc(OC)c(P([C@]23C[C@H]4C[C@H](C[C@H](C4)C2)C3)[C@]23C[C@H]4C[C@H](C[C@H](C4)C2)C3)c1-c1c(C(C)C)cc(C(C)C)cc1C(C)C.CCN=P(N=P(N(C)C)(N(C)C)N(C)C)(N(C)C)N(C)C.COC(=O)c1cc(-c2ccco2)on1. No catalyst specified. The product is CCc1ccc(Nc2ccc(C)cc2)cc1. The yield is 0.473. (2) The reactants are FC(F)(F)c1ccc(Br)cc1.Cc1ccc(N)cc1.O=S(=O)(O[Pd]1c2ccccc2-c2ccccc2N~1)C(F)(F)F.CC(C)c1cc(C(C)C)c(-c2ccccc2P(C(C)(C)C)C(C)(C)C)c(C(C)C)c1.CN(C)C(=NC(C)(C)C)N(C)C.CCOC(=O)c1cnoc1C. No catalyst specified. The product is Cc1ccc(Nc2ccc(C(F)(F)F)cc2)cc1. The yield is 0.0979. (3) No catalyst specified. The product is COc1ccc(Nc2ccc(C)cc2)cc1. The yield is 0.425. The reactants are COc1ccc(I)cc1.Cc1ccc(N)cc1.O=S(=O)(O[Pd]1c2ccccc2-c2ccccc2N~1)C(F)(F)F.CC(C)c1cc(C(C)C)c(-c2ccccc2P(C(C)(C)C)C(C)(C)C)c(C(C)C)c1.CN1CCCN2CCCN=C12.CCOC(=O)c1cc(OC)no1. (4) The reactants are COc1ccc(Cl)cc1.Cc1ccc(N)cc1.O=S(=O)(O[Pd]1c2ccccc2-c2ccccc2N~1)C(F)(F)F.COc1ccc(OC)c(P(C(C)(C)C)C(C)(C)C)c1-c1c(C(C)C)cc(C(C)C)cc1C(C)C.CN(C)C(=NC(C)(C)C)N(C)C.Cc1cc(-n2cccc2)no1. No catalyst specified. The product is COc1ccc(Nc2ccc(C)cc2)cc1. The yield is 0.0109. (5) The reactants are FC(F)(F)c1ccc(Cl)cc1.Cc1ccc(N)cc1.O=S(=O)(O[Pd]1c2ccccc2-c2ccccc2N~1)C(F)(F)F.CC(C)c1cc(C(C)C)c(-c2ccccc2P(C(C)(C)C)C(C)(C)C)c(C(C)C)c1.CN(C)C(=NC(C)(C)C)N(C)C.CCOC(=O)c1ccon1. No catalyst specified. The product is Cc1ccc(Nc2ccc(C(F)(F)F)cc2)cc1. The yield is 0.242.